This data is from Forward reaction prediction with 1.9M reactions from USPTO patents (1976-2016). The task is: Predict the product of the given reaction. (1) The product is: [I:1][C:2]1[CH:7]=[CH:6][CH:5]=[CH:4][C:3]=1[CH2:8][C:9]([NH2:13])=[O:11]. Given the reactants [I:1][C:2]1[CH:7]=[CH:6][CH:5]=[CH:4][C:3]=1[CH2:8][C:9]([OH:11])=O.O[N:13]1C2C=CC=CC=2N=N1.CCN=C=NCCCN(C)C.C(N(CC)C(C)C)(C)C.C(=O)([O-])[O-].[NH4+].[NH4+], predict the reaction product. (2) Given the reactants [S:1]1[CH:5]=[CH:4][C:3]2[CH:6]=[C:7]([CH2:10][S:11]([N:14]([CH2:26][C:27]3[O:28][CH:29]=[CH:30][CH:31]=3)[C@H:15]([CH:20]3[CH2:25][CH2:24][CH2:23][CH2:22][CH2:21]3)[C:16]([NH:18][OH:19])=[O:17])(=[O:13])=[O:12])[CH:8]=[CH:9][C:2]1=2.S1C=CC2C=C(CS(N([C@H](C3CCCCC3)C(O)=O)CC3OC=CC=3)(=O)=O)C=CC1=2.C(Cl)(=O)C(Cl)=O.NO.Cl.NO, predict the reaction product. The product is: [S:1]1[CH:5]=[CH:4][C:3]2[CH:6]=[C:7]([CH2:10][S:11]([N:14]([CH2:26][C:27]3[O:28][CH:29]=[CH:30][CH:31]=3)[C@H:15]([CH:20]3[CH2:25][CH2:24][CH2:23][CH2:22][CH2:21]3)[C:16]([NH:18][OH:19])=[O:17])(=[O:13])=[O:12])[CH:8]=[CH:9][C:2]1=2. (3) Given the reactants [Br:1][C:2]1[CH:3]=[C:4]([CH2:8][S:9][CH2:10][C:11]([O:13]C)=O)[CH:5]=[N:6][CH:7]=1.[NH3:15], predict the reaction product. The product is: [Br:1][C:2]1[CH:3]=[C:4]([CH2:8][S:9][CH2:10][C:11]([NH2:15])=[O:13])[CH:5]=[N:6][CH:7]=1. (4) Given the reactants [CH3:1][O:2][C:3]([C:5]1[CH:6]=[C:7]([O:15][C:16]2[CH:21]=[CH:20][C:19]([S:22]([CH3:25])(=[O:24])=[O:23])=[CH:18][CH:17]=2)[CH:8]=[C:9]2[O:13][CH:12]([CH3:14])[CH2:11][C:10]=12)=[O:4].[CH3:26]S(C1C=CC(F)=CC=1)(=O)=O.C([O-])([O-])=O.[Cs+].[Cs+], predict the reaction product. The product is: [CH3:1][O:2][C:3]([C:5]1[CH:6]=[C:7]([O:15][C:16]2[CH:21]=[CH:20][C:19]([S:22]([CH3:25])(=[O:24])=[O:23])=[CH:18][CH:17]=2)[C:8]2[CH2:14][C:12]([CH3:26])([CH3:11])[O:13][C:9]=2[CH:10]=1)=[O:4]. (5) Given the reactants [CH3:1][O:2][C:3]1[N:8]=[CH:7][C:6]([C:9]2([OH:19])[CH2:18][CH2:17][C:12]3(OCC[O:13]3)[CH2:11][CH2:10]2)=[CH:5][CH:4]=1.Cl.C([O-])(O)=O.[Na+], predict the reaction product. The product is: [OH:19][C:9]1([C:6]2[CH:7]=[N:8][C:3]([O:2][CH3:1])=[CH:4][CH:5]=2)[CH2:18][CH2:17][C:12](=[O:13])[CH2:11][CH2:10]1. (6) The product is: [C:14]([O:13][C:12]([N:11]([CH3:19])[C@@H:6]([CH2:7][CH2:8][CH2:9][CH3:10])/[CH:4]=[C:26](\[CH3:27])/[C:21]([O:23][CH2:24][CH3:25])=[O:22])=[O:18])([CH3:15])([CH3:16])[CH3:17]. Given the reactants CON(C)[C:4]([C@@H:6]([N:11]([CH3:19])[C:12](=[O:18])[O:13][C:14]([CH3:17])([CH3:16])[CH3:15])[CH2:7][CH2:8][CH2:9][CH3:10])=O.[C:21]([CH2:26][CH:27]=P(C1C=CC=CC=1)(C1C=CC=CC=1)C1C=CC=CC=1)([O:23][CH2:24][CH3:25])=[O:22], predict the reaction product.